Dataset: Peptide-MHC class I binding affinity with 185,985 pairs from IEDB/IMGT. Task: Regression. Given a peptide amino acid sequence and an MHC pseudo amino acid sequence, predict their binding affinity value. This is MHC class I binding data. (1) The peptide sequence is FTDNNELEF. The MHC is HLA-C05:01 with pseudo-sequence HLA-C05:01. The binding affinity (normalized) is 1.00. (2) The peptide sequence is PQQLCTMERT. The MHC is HLA-A02:03 with pseudo-sequence HLA-A02:03. The binding affinity (normalized) is 0. (3) The peptide sequence is KLLQICMWF. The MHC is HLA-B58:01 with pseudo-sequence HLA-B58:01. The binding affinity (normalized) is 0.326. (4) The binding affinity (normalized) is 0.834. The MHC is HLA-A31:01 with pseudo-sequence HLA-A31:01. The peptide sequence is ALKKLIIDR.